Dataset: Forward reaction prediction with 1.9M reactions from USPTO patents (1976-2016). Task: Predict the product of the given reaction. (1) Given the reactants Cl[C:2]1[S:6][C:5]([S:7]([N:10]2[CH2:15][CH2:14][CH2:13][CH2:12][CH2:11]2)(=[O:9])=[O:8])=[CH:4][C:3]=1[N+:16]([O-:18])=[O:17].[NH:19]1[CH2:24][CH2:23][CH:22]([C:25]([OH:27])=[O:26])[CH2:21][CH2:20]1.CN1C(=O)CCC1, predict the reaction product. The product is: [N+:16]([C:3]1[CH:4]=[C:5]([S:7]([N:10]2[CH2:15][CH2:14][CH2:13][CH2:12][CH2:11]2)(=[O:9])=[O:8])[S:6][C:2]=1[N:19]1[CH2:24][CH2:23][CH:22]([C:25]([OH:27])=[O:26])[CH2:21][CH2:20]1)([O-:18])=[O:17]. (2) Given the reactants Cl.[C:2]([C@H:5]1[O:10][CH2:9][C@H:8]([NH:11][C:12]([C@@H:14]2[NH:28][C:27]3([CH2:33][CH2:32][C:31]([CH3:35])([CH3:34])[CH2:30][CH2:29]3)[C@:16]3([C:24]4[C:19](=[CH:20][C:21]([Cl:25])=[CH:22][CH:23]=4)[NH:18][C:17]3=[O:26])[C@H:15]2[C:36]2[CH:41]=[CH:40][N:39]=[C:38]([Cl:42])[C:37]=2[F:43])=[O:13])[CH2:7][CH2:6]1)(=[O:4])[NH2:3], predict the reaction product. The product is: [OH2:4].[ClH:25].[C:2]([C@H:5]1[O:10][CH2:9][C@H:8]([NH:11][C:12]([C@@H:14]2[NH:28][C:27]3([CH2:29][CH2:30][C:31]([CH3:35])([CH3:34])[CH2:32][CH2:33]3)[C@:16]3([C:24]4[C:19](=[CH:20][C:21]([Cl:25])=[CH:22][CH:23]=4)[NH:18][C:17]3=[O:26])[C@H:15]2[C:36]2[CH:41]=[CH:40][N:39]=[C:38]([Cl:42])[C:37]=2[F:43])=[O:13])[CH2:7][CH2:6]1)(=[O:4])[NH2:3].[CH3:2][CH:5]([OH:10])[CH3:6]. (3) Given the reactants [F:1][CH2:2][CH2:3][O:4][C:5]1[CH:14]=[CH:13][C:8]([C:9]([O:11][CH3:12])=[O:10])=[C:7]([OH:15])[CH:6]=1.[C:16]([O:20][C:21]([NH:23][C@H:24]1[CH2:29][CH2:28][C@H:27](O)[CH2:26][CH2:25]1)=[O:22])([CH3:19])([CH3:18])[CH3:17].C1(P(C2C=CC=CC=2)C2C=CC=CC=2)C=CC=CC=1.N(C(OCC)=O)=NC(OCC)=O, predict the reaction product. The product is: [C:16]([O:20][C:21]([NH:23][C@@H:24]1[CH2:29][CH2:28][C@H:27]([O:15][C:7]2[CH:6]=[C:5]([O:4][CH2:3][CH2:2][F:1])[CH:14]=[CH:13][C:8]=2[C:9]([O:11][CH3:12])=[O:10])[CH2:26][CH2:25]1)=[O:22])([CH3:19])([CH3:17])[CH3:18].